This data is from Catalyst prediction with 721,799 reactions and 888 catalyst types from USPTO. The task is: Predict which catalyst facilitates the given reaction. (1) Reactant: O[C:2]1[C:11]2[C:6](=[CH:7][CH:8]=[C:9]([C:12]3[CH:17]=[CH:16][C:15]([F:18])=[CH:14][CH:13]=3)[CH:10]=2)[N:5]=[CH:4][N:3]=1.C(N(C(C)C)CC)(C)C.O=P(Cl)(Cl)[Cl:30]. Product: [Cl:30][C:2]1[C:11]2[C:6](=[CH:7][CH:8]=[C:9]([C:12]3[CH:17]=[CH:16][C:15]([F:18])=[CH:14][CH:13]=3)[CH:10]=2)[N:5]=[CH:4][N:3]=1. The catalyst class is: 11. (2) Reactant: Br[CH2:2][CH2:3][N:4]1[C:8]([CH2:9]Br)=[CH:7][C:6]([N+:11]([O-:13])=[O:12])=[N:5]1.[CH3:14][NH2:15]. Product: [CH3:14][N:15]1[CH2:2][CH2:3][N:4]2[N:5]=[C:6]([N+:11]([O-:13])=[O:12])[CH:7]=[C:8]2[CH2:9]1. The catalyst class is: 7. (3) Reactant: [F:1][C:2]1[CH:7]=[CH:6][CH:5]=[CH:4][C:3]=1[SH:8].C(N(CC)CC)C.[C:16]([OH:20])(=[O:19])[CH:17]=[CH2:18].Cl. Product: [F:1][C:2]1[CH:7]=[CH:6][CH:5]=[CH:4][C:3]=1[S:8][CH2:18][CH2:17][C:16]([OH:20])=[O:19]. The catalyst class is: 7. (4) Reactant: [H-].[Na+].[CH3:3][O:4][CH2:5][CH2:6][CH2:7][CH2:8][C:9](=O)[CH2:10][C:11]([O:13]C)=[O:12].[N:16]([C:19]1[CH:24]=[CH:23][CH:22]=[CH:21][C:20]=1[CH3:25])=[N+:17]=[N-:18]. Product: [CH3:3][O:4][CH2:5][CH2:6][CH2:7][CH2:8][C:9]1[N:16]([C:19]2[CH:24]=[CH:23][CH:22]=[CH:21][C:20]=2[CH3:25])[N:17]=[N:18][C:10]=1[C:11]([OH:13])=[O:12]. The catalyst class is: 3.